From a dataset of Full USPTO retrosynthesis dataset with 1.9M reactions from patents (1976-2016). Predict the reactants needed to synthesize the given product. (1) The reactants are: [H-].[Na+].[O:3]1[C:7]2[CH:8]=[CH:9][CH:10]=[CH:11][C:6]=2[N:5]=[C:4]1[N:12]([C:24]1[CH:29]=[CH:28][CH:27]=[CH:26][N:25]=1)[CH2:13][CH2:14][CH2:15][CH2:16][CH2:17][CH2:18][C:19](OCC)=O.[CH2:30]([O:32][C:33](=[O:42])CCCCCCCI)[CH3:31].O. Given the product [O:3]1[C:7]2[CH:8]=[CH:9][CH:10]=[CH:11][C:6]=2[N:5]=[C:4]1[N:12]([C:24]1[CH:29]=[CH:28][CH:27]=[CH:26][N:25]=1)[CH2:13][CH2:14][CH2:15][CH2:16][CH2:17][CH2:18][CH2:19][C:33]([O:32][CH2:30][CH3:31])=[O:42], predict the reactants needed to synthesize it. (2) Given the product [C:13]([O:12][C:10]([NH:1][CH:2]([C:3]([CH3:6])([CH3:5])[CH3:4])[C:7]([OH:9])=[O:8])=[O:11])([CH3:16])([CH3:15])[CH3:14], predict the reactants needed to synthesize it. The reactants are: [NH2:1][C@H:2]([C:7]([OH:9])=[O:8])[C:3]([CH3:6])([CH3:5])[CH3:4].[C:10](O[C:10]([O:12][C:13]([CH3:16])([CH3:15])[CH3:14])=[O:11])([O:12][C:13]([CH3:16])([CH3:15])[CH3:14])=[O:11].CN1CCOCC1.C([O-])(O)=O.[Na+]. (3) Given the product [Cl:1][C:2]1[N:3]=[C:4]([NH:24][CH3:23])[C:5]2[CH2:10][CH2:9][CH:8]([C:11]3[CH:16]=[CH:15][C:14]([O:17][C:18]([F:21])([F:20])[F:19])=[CH:13][CH:12]=3)[C:6]=2[N:7]=1, predict the reactants needed to synthesize it. The reactants are: [Cl:1][C:2]1[N:3]=[C:4](Cl)[C:5]2[CH2:10][CH2:9][CH:8]([C:11]3[CH:16]=[CH:15][C:14]([O:17][C:18]([F:21])([F:20])[F:19])=[CH:13][CH:12]=3)[C:6]=2[N:7]=1.[CH3:23][NH2:24]. (4) Given the product [Br:22][C:16]1[N:6]2[CH:7]=[C:8]([C:10]3[CH:15]=[CH:14][CH:13]=[CH:12][CH:11]=3)[CH:9]=[C:4]([CH:1]([CH3:3])[CH3:2])[C:5]2=[N:18][C:17]=1[C:19]([OH:21])=[O:20], predict the reactants needed to synthesize it. The reactants are: [CH:1]([C:4]1[C:5]2[N:6]([CH:16]=[C:17]([C:19]([OH:21])=[O:20])[N:18]=2)[CH:7]=[C:8]([C:10]2[CH:15]=[CH:14][CH:13]=[CH:12][CH:11]=2)[CH:9]=1)([CH3:3])[CH3:2].[Br:22]N1C(=O)CCC1=O. (5) Given the product [Cl:77][C:22]1[CH:23]=[C:24]([CH:30]=[CH:31][C:21]=1[C:19]1[C:18]([O:33][CH2:34][CH2:35][NH:36][CH:37]([CH3:38])[CH3:39])=[CH:17][CH:16]=[C:15]([C:7]2[NH:6][C:5](=[O:40])[C:4]3[C:9](=[CH:10][C:11]([O:13][CH3:14])=[CH:12][C:3]=3[O:2][CH3:1])[N:8]=2)[N:20]=1)[C:25]([N:27]([CH3:28])[CH3:29])=[O:26], predict the reactants needed to synthesize it. The reactants are: [CH3:1][O:2][C:3]1[CH:12]=[C:11]([O:13][CH3:14])[CH:10]=[C:9]2[C:4]=1[C:5](=[O:40])[NH:6][C:7]([C:15]1[N:20]=[C:19]([C:21]3[CH:31]=[CH:30][C:24]([C:25]([N:27]([CH3:29])[CH3:28])=[O:26])=[CH:23][C:22]=3C)[C:18]([O:33][CH2:34][CH2:35][NH:36][CH:37]([CH3:39])[CH3:38])=[CH:17][CH:16]=1)=[N:8]2.BrCCOC1C(C2C=CC(C(N(C)C)=O)=CC=2[Cl:77])=NC(C2NC(=O)C3C(=CC(OC)=CC=3OC)N=2)=CC=1. (6) Given the product [CH3:12][O:11][CH2:10][CH2:9][O:8][C:6]1[CH:5]=[CH:4][C:3]([CH2:13][CH2:14][C:15]([O:17][CH2:18][CH3:19])=[O:16])=[C:2]([O:1][CH2:28][C:27]2[CH:26]=[CH:25][C:24]([C:23]([F:22])([F:32])[F:33])=[CH:31][CH:30]=2)[CH:7]=1, predict the reactants needed to synthesize it. The reactants are: [OH:1][C:2]1[CH:7]=[C:6]([O:8][CH2:9][CH2:10][O:11][CH3:12])[CH:5]=[CH:4][C:3]=1[CH2:13][CH2:14][C:15]([O:17][CH2:18][CH3:19])=[O:16].[H-].[Na+].[F:22][C:23]([F:33])([F:32])[C:24]1[CH:31]=[CH:30][C:27]([CH2:28]Cl)=[CH:26][CH:25]=1.[Cl-].[NH4+]. (7) The reactants are: [NH2:1][CH2:2][CH2:3][CH2:4][N:5]1[C:13]([CH2:14][C:15]2[C:23]([I:24])=[CH:22][C:18]3[O:19][CH2:20][O:21][C:17]=3[CH:16]=2)=[N:12][C:11]2[C:6]1=[N:7][C:8]([F:26])=[N:9][C:10]=2[NH2:25].[CH:27]1([C:30](Cl)=[O:31])[CH2:29][CH2:28]1.C(N(CC)CC)C. Given the product [NH2:25][C:10]1[N:9]=[C:8]([F:26])[N:7]=[C:6]2[C:11]=1[N:12]=[C:13]([CH2:14][C:15]1[C:23]([I:24])=[CH:22][C:18]3[O:19][CH2:20][O:21][C:17]=3[CH:16]=1)[N:5]2[CH2:4][CH2:3][CH2:2][NH:1][C:30]([CH:27]1[CH2:29][CH2:28]1)=[O:31], predict the reactants needed to synthesize it. (8) Given the product [Cl:15][C:13]1[CH:12]=[CH:11][CH:10]=[C:9]2[C:14]=1[C:6]([CH2:5][C:4]([OH:33])=[O:3])=[C:7]([C:16]1[CH:21]=[CH:20][C:19]([Cl:22])=[C:18]([S:23](=[O:32])(=[O:31])[NH:24][CH:25]3[CH2:26][CH2:27][CH2:28][CH2:29][CH2:30]3)[CH:17]=1)[NH:8]2, predict the reactants needed to synthesize it. The reactants are: C([O:3][C:4](=[O:33])[CH2:5][C:6]1[C:14]2[C:9](=[CH:10][CH:11]=[CH:12][C:13]=2[Cl:15])[NH:8][C:7]=1[C:16]1[CH:21]=[CH:20][C:19]([Cl:22])=[C:18]([S:23](=[O:32])(=[O:31])[NH:24][CH:25]2[CH2:30][CH2:29][CH2:28][CH2:27][CH2:26]2)[CH:17]=1)C.O.[OH-].[Li+].[OH-].[K+]. (9) Given the product [C:12]1([N:1]([C:2]2[CH:7]=[CH:6][CH:5]=[CH:4][CH:3]=2)[C:2]2[CH:7]=[C:6]([Cl:8])[C:5]([NH2:9])=[CH:4][C:3]=2[Cl:10])[CH:17]=[CH:16][CH:15]=[CH:14][CH:13]=1, predict the reactants needed to synthesize it. The reactants are: [NH2:1][C:2]1[CH:7]=[C:6]([Cl:8])[C:5]([NH2:9])=[CH:4][C:3]=1[Cl:10].Br[C:12]1[CH:17]=[CH:16][CH:15]=[CH:14][CH:13]=1.O.